From a dataset of Forward reaction prediction with 1.9M reactions from USPTO patents (1976-2016). Predict the product of the given reaction. Given the reactants [C:1]([C:5]1[N:6]=[C:7]([N:22]2[CH2:27][CH2:26][O:25][CH2:24][CH2:23]2)[C:8]2[C:9](=[N:11][N:12]([CH2:14][C:15]3[CH:20]=[CH:19][CH:18]=[CH:17][C:16]=3[Cl:21])[N:13]=2)[N:10]=1)([CH3:4])([CH3:3])[CH3:2].C(C1N=C(N2CCOCC2)C2N=NNC=2N=1)(C)(C)C.BrCC1C=CC([F:55])=CC=1Cl, predict the reaction product. The product is: [C:1]([C:5]1[N:6]=[C:7]([N:22]2[CH2:27][CH2:26][O:25][CH2:24][CH2:23]2)[C:8]2[C:9](=[N:11][N:12]([CH2:14][C:15]3[CH:20]=[CH:19][C:18]([F:55])=[CH:17][C:16]=3[Cl:21])[N:13]=2)[N:10]=1)([CH3:4])([CH3:2])[CH3:3].